Dataset: Full USPTO retrosynthesis dataset with 1.9M reactions from patents (1976-2016). Task: Predict the reactants needed to synthesize the given product. (1) Given the product [Cl:1][C:2]1[N:10]([CH2:11][CH:12]=[CH2:13])[C:9]2[C:8](=[O:14])[N:7]([CH3:21])[C:6](=[O:15])[N:5]([CH2:16][CH2:17][CH2:18][CH2:19][CH3:20])[C:4]=2[N:3]=1, predict the reactants needed to synthesize it. The reactants are: [Cl:1][C:2]1[N:10]([CH2:11][CH:12]=[CH2:13])[C:9]2[C:8](=[O:14])[NH:7][C:6](=[O:15])[N:5]([CH2:16][CH2:17][CH2:18][CH2:19][CH3:20])[C:4]=2[N:3]=1.[C:21](=O)([O-])[O-].[Cs+].[Cs+].IC. (2) Given the product [NH2:8][CH2:9][CH2:10][CH2:11][CH2:12][CH2:13][CH2:14][N:15]1[C:24]2[C:19](=[CH:20][CH:21]=[CH:22][CH:23]=2)[CH:18]=[CH:17][C:16]1=[O:25], predict the reactants needed to synthesize it. The reactants are: C(OC([NH:8][CH2:9][CH2:10][CH2:11][CH2:12][CH2:13][CH2:14][N:15]1[C:24]2[C:19](=[CH:20][CH:21]=[CH:22][CH:23]=2)[CH:18]=[CH:17][C:16]1=[O:25])=O)(C)(C)C.Cl.[OH-].[Na+]. (3) Given the product [ClH:1].[NH2:9][CH2:10][C@H:11]1[CH2:16][CH2:15][C@H:14]([C:17]([NH:19][C@H:20]([C:40]([NH:42][C:43]2[CH:48]=[CH:47][C:46]([C:49]3[N:53]=[C:52]([C:54]([F:61])([F:62])[C:55]([F:59])([F:60])[C:56]([OH:58])=[O:57])[NH:51][N:50]=3)=[CH:45][CH:44]=2)=[O:41])[CH2:21][C:22]2[CH:27]=[CH:26][CH:25]=[C:24]([C:28]3[CH:33]=[N:32][C:31]([N:34]4[CH2:35][CH2:36][O:37][CH2:38][CH2:39]4)=[N:30][CH:29]=3)[CH:23]=2)=[O:18])[CH2:13][CH2:12]1, predict the reactants needed to synthesize it. The reactants are: [ClH:1].C(OC([NH:9][CH2:10][C@H:11]1[CH2:16][CH2:15][C@H:14]([C:17]([NH:19][C@H:20]([C:40]([NH:42][C:43]2[CH:48]=[CH:47][C:46]([C:49]3[N:53]=[C:52]([C:54]([F:62])([F:61])[C:55]([F:60])([F:59])[C:56]([OH:58])=[O:57])[NH:51][N:50]=3)=[CH:45][CH:44]=2)=[O:41])[CH2:21][C:22]2[CH:27]=[CH:26][CH:25]=[C:24]([C:28]3[CH:29]=[N:30][C:31]([N:34]4[CH2:39][CH2:38][O:37][CH2:36][CH2:35]4)=[N:32][CH:33]=3)[CH:23]=2)=[O:18])[CH2:13][CH2:12]1)=O)(C)(C)C.C(#N)C.